This data is from Catalyst prediction with 721,799 reactions and 888 catalyst types from USPTO. The task is: Predict which catalyst facilitates the given reaction. (1) Reactant: [C:1](Cl)(=[O:4])[CH2:2][CH3:3].[Cl:6][C:7]1[CH:8]=[C:9]([C:14]2([C:27]([F:30])([F:29])[F:28])[O:18][N:17]=[C:16]([C:19]3[S:23][C:22]([CH3:24])=[C:21]([CH2:25][NH2:26])[CH:20]=3)[CH2:15]2)[CH:10]=[C:11]([Cl:13])[CH:12]=1.CCN(C(C)C)C(C)C. Product: [Cl:6][C:7]1[CH:8]=[C:9]([C:14]2([C:27]([F:29])([F:28])[F:30])[O:18][N:17]=[C:16]([C:19]3[S:23][C:22]([CH3:24])=[C:21]([CH2:25][NH:26][C:1](=[O:4])[CH2:2][CH3:3])[CH:20]=3)[CH2:15]2)[CH:10]=[C:11]([Cl:13])[CH:12]=1. The catalyst class is: 4. (2) Reactant: [CH2:1]([O:8][C:9]1[CH:10]=[C:11]2[C:15](=[CH:16][C:17]=1[Cl:18])[NH:14][C:13]([C:19]1[CH:24]=[CH:23][CH:22]=[CH:21][CH:20]=1)=[CH:12]2)[C:2]1[CH:7]=[CH:6][CH:5]=[CH:4][CH:3]=1.[H-].[Na+].Cl[CH2:28][C:29]1[N:34]=[C:33]([C:35]([O:37][CH3:38])=[O:36])[CH:32]=[CH:31][CH:30]=1.[Cl-].[NH4+]. Product: [CH2:1]([O:8][C:9]1[CH:10]=[C:11]2[C:15](=[CH:16][C:17]=1[Cl:18])[N:14]([CH2:28][C:29]1[N:34]=[C:33]([C:35]([O:37][CH3:38])=[O:36])[CH:32]=[CH:31][CH:30]=1)[C:13]([C:19]1[CH:24]=[CH:23][CH:22]=[CH:21][CH:20]=1)=[CH:12]2)[C:2]1[CH:3]=[CH:4][CH:5]=[CH:6][CH:7]=1. The catalyst class is: 35.